This data is from Cav3 T-type calcium channel HTS with 100,875 compounds. The task is: Binary Classification. Given a drug SMILES string, predict its activity (active/inactive) in a high-throughput screening assay against a specified biological target. (1) The compound is S(CCC(NC(=O)c1occc1)C(=O)NCc1ccc(OC)cc1)C. The result is 0 (inactive). (2) The drug is Clc1ccc(C(OC(CN2CCCCC2)C)=O)cc1. The result is 0 (inactive). (3) The compound is N1(CCCCC1)c1nc(N2CCCCC2)nc(n1)Nc1cc(ccc1)C. The result is 0 (inactive).